Dataset: Drug-target binding data from BindingDB using IC50 measurements. Task: Regression. Given a target protein amino acid sequence and a drug SMILES string, predict the binding affinity score between them. We predict pIC50 (pIC50 = -log10(IC50 in M); higher means more potent). Dataset: bindingdb_ic50. (1) The compound is O=C(/C=C/c1ccc(F)cc1)/C=C/c1ccc(F)cc1. The target protein (O54939) has sequence MEQFLLSVGLLVCLVCLVKCVRFSRYLFLSFCKALPGSFLRSMGQWAVITGAGDGIGKAYSFELARHGLNVVLISRTLEKLQVISEEIERTTGSRVKVVQADFTREDIYDHIEEQLKGLEIGVLVNNVGMLPNLLPSHFLSTSGESQSVIHCNITSVVKMTQLVLKHMESRRRGLILNISSGVGVRPWPLYSLYSASKAFVCTFSKALNVEYRDKGIIIQVLTPYSVSTPMTKYLNTSRVTKTADEFVKESLKYVTIGAETCGCLAHEILAIILNLIPSRIFYSSTTQRFLLKQFSDYLKSNISNR. The pIC50 is 7.0. (2) The compound is O=C(O)/C=C/c1ccc(O)c(O)c1. The target protein (P38417) has sequence MFPFGQKGQKIKGTMVVMQKNVLDINSITSVGGIVDQGLGFIGSAVDALTFAATKISIQLISATKADGGKGKIGKSTNLRGKITLPTLGAGEQAYDVNFEWDSDFGIPGAFYIKNFMQNEFYLKSLILEDIPNHGTIHFVCNSWVYNSKNYKTDRIFFANNTYLPSETPAPLLKYREEELKNVRGDGTGERKEWDRIYDYDVYNDLGNPDSGDKYARPVLGGSALPYPRRERTGRGKTRKDPNSEKPSDFVYLPRDEAFGHLKSSDFLAYGIKSVSQDVLPVLTDAFDGNILSLEFDNFAEVHKLYEGGVTLPTNFLSKIAPIPVIKEIFRTDGEQFLKYPPPKVMQVDKSAWMTDEEFARETIAGLNPNVIKIIEEFPLSSKLDTQAYGDHTCIIAKEHLEPNLGGLTVEQAIQNKKLFILDHHDYLIPYLRKINANTTKTYATRTIFFLKDDGTLTPLAIELSKPHPQGEEYGPVSEVYVPASEGVEAYIWLLAKAYV.... The pIC50 is 3.2. (3) The pIC50 is 5.2. The target protein sequence is DPGEVPLEEQCEYLSYDASQWEFPRERLHLGRVLGYGAFGKVVEASAFGIHKGSSCDTVAVKMLKEGATASEHRALMSELKILIHIGNHLNVVNLLGACTKPQGPLMVIVEFCKYGNLSNFLRAKRDAFSPSPLTMEDLVCYSFQVARGMEFLASRKCIHRDLAARNILLSESDVVKICDFGLARDIYKDPDYVRKGSARLPLKWMAPESIFDKVYTTQSDVWSFGVLLWEIFSLGASPYPGVQINEEFCQRLRDGTRMRAPELATPAIRRIMLNCWSGDPKARPAFSELVEILGDLLQGRG. The compound is COc1cc(C2CCNCC2)ccc1Nc1ncc(C(F)(F)F)c(CCc2cccc(C(N)=O)c2)n1. (4) The compound is Cc1oc2cc3oc(=O)c(CCC(=O)N4CCCCC4)c(C)c3cc2c1C. The target protein (P47895) has sequence MATANGAVENGQPDRKPPALPRPIRNLEVKFTKIFINNEWHESKSGKKFATCNPSTREQICEVEEGDKPDVDKAVEAAQVAFQRGSPWRRLDALSRGRLLHQLADLVERDRATLAALETMDTGKPFLHAFFIDLEGCIRTLRYFAGWADKIQGKTIPTDDNVVCFTRHEPIGVCGAITPWNFPLLMLVWKLAPALCCGNTMVLKPAEQTPLTALYLGSLIKEAGFPPGVVNIVPGFGPTVGAAISSHPQINKIAFTGSTEVGKLVKEAASRSNLKRVTLELGGKNPCIVCADADLDLAVECAHQGVFFNQGQCCTAASRVFVEEQVYSEFVRRSVEYAKKRPVGDPFDVKTEQGPQIDQKQFDKILELIESGKKEGAKLECGGSAMEDKGLFIKPTVFSEVTDNMRIAKEEIFGPVQPILKFKSIEEVIKRANSTDYGLTAAVFTKNLDKALKLASALESGTVWINCYNALYAQAPFGGFKMSGNGRELGEYALAEYTEV.... The pIC50 is 4.8. (5) The drug is CCCS(=O)(=O)Nc1ccc(F)c(Nc2ncccc2-c2ncnc3[nH]cnc23)c1. The target is CKENALLRYLLDKDD. The pIC50 is 7.0. (6) The small molecule is N[C@]1(C(=O)O)C[C@H](C(=O)O)N(Cc2cccc([N+](=O)[O-])c2)C1. The target protein (P31421) has sequence MESLLGFLALLLLWGAVAEGPAKKVLTLEGDLVLGGLFPVHQKGGPAEECGPVNEHRGIQRLEAMLFALDRINRDPHLLPGVRLGAHILDSCSKDTHALEQALDFVRASLSRGADGSRHICPDGSYATHSDAPTAVTGVIGGSYSDVSIQVANLLRLFQIPQISYASTSAKLSDKSRYDYFARTVPPDFFQAKAMAEILRFFNWTYVSTVASEGDYGETGIEAFELEARARNICVATSEKVGRAMSRAAFEGVVRALLQKPSARVAVLFTRSEDARELLAATQRLNASFTWVASDGWGALESVVAGSERAAEGAITIELASYPISDFASYFQSLDPWNNSRNPWFREFWEERFHCSFRQRDCAAHSLRAVPFEQESKIMFVVNAVYAMAHALHNMHRALCPNTTHLCDAMRPVNGRRLYKDFVLNVKFDAPFRPADTDDEVRFDRFGDGIGRYNIFTYLRAGSGRYRYQKVGYWAEGLTLDTSFIPWASPSAGPLPASRC.... The pIC50 is 4.3.